Dataset: Forward reaction prediction with 1.9M reactions from USPTO patents (1976-2016). Task: Predict the product of the given reaction. Given the reactants [C:1]([O:5][C:6]([N:8]1[CH2:13][CH2:12][CH:11]([CH2:14][OH:15])[CH2:10][CH2:9]1)=[O:7])([CH3:4])([CH3:3])[CH3:2].CCOCC.[OH-].[Na+], predict the reaction product. The product is: [C:1]([O:5][C:6]([N:8]1[CH2:13][CH2:12][CH:11]([CH:14]=[O:15])[CH2:10][CH2:9]1)=[O:7])([CH3:4])([CH3:3])[CH3:2].